Dataset: TCR-epitope binding with 47,182 pairs between 192 epitopes and 23,139 TCRs. Task: Binary Classification. Given a T-cell receptor sequence (or CDR3 region) and an epitope sequence, predict whether binding occurs between them. (1) The epitope is EHPTFTSQYRIQGKL. The TCR CDR3 sequence is CASSDGRQPYNEQFF. Result: 0 (the TCR does not bind to the epitope). (2) The epitope is GLCTLVAML. The TCR CDR3 sequence is CASSLYFGETQYF. Result: 0 (the TCR does not bind to the epitope). (3) The epitope is VTEHDTLLY. The TCR CDR3 sequence is CASSQGTGGDEQYF. Result: 1 (the TCR binds to the epitope). (4) The epitope is HPVGEADYFEY. The TCR CDR3 sequence is CASSLRGPTGYTF. Result: 0 (the TCR does not bind to the epitope). (5) The epitope is LPPIVAKEI. The TCR CDR3 sequence is CASSAGQGITEAFF. Result: 0 (the TCR does not bind to the epitope). (6) The epitope is RILGAGCFV. The TCR CDR3 sequence is CASSLVVGLALEQYF. Result: 0 (the TCR does not bind to the epitope). (7) Result: 1 (the TCR binds to the epitope). The TCR CDR3 sequence is CASSPNREKTQYF. The epitope is SFHSLHLLF. (8) The epitope is RLRAEAQVK. The TCR CDR3 sequence is CASRPGLAGAGGIVSEETQYF. Result: 1 (the TCR binds to the epitope).